This data is from Forward reaction prediction with 1.9M reactions from USPTO patents (1976-2016). The task is: Predict the product of the given reaction. Given the reactants C(O[C:4](=[O:21])[CH2:5][C:6]([CH:8]1[CH2:13][CH2:12][N:11]([C:14]([O:16][C:17]([CH3:20])([CH3:19])[CH3:18])=[O:15])[CH2:10][CH2:9]1)=O)C.[F:22][C:23]([F:35])([F:34])[C:24]1[CH:25]=[CH:26][CH:27]=[C:28]2[C:32]=1[NH:31][N:30]=[C:29]2[NH2:33].P([O-])([O-])([O-])=O.[K+].[K+].[K+].Cl, predict the reaction product. The product is: [O:21]=[C:4]1[CH:5]=[C:6]([CH:8]2[CH2:9][CH2:10][N:11]([C:14]([O:16][C:17]([CH3:18])([CH3:19])[CH3:20])=[O:15])[CH2:12][CH2:13]2)[N:30]2[N:31]=[C:32]3[C:28]([CH:27]=[CH:26][CH:25]=[C:24]3[C:23]([F:34])([F:22])[F:35])=[C:29]2[NH:33]1.